From a dataset of Kir2.1 potassium channel HTS with 301,493 compounds. Binary Classification. Given a drug SMILES string, predict its activity (active/inactive) in a high-throughput screening assay against a specified biological target. The drug is O(c1c(C(=O)NCCNc2nc3c(c(cc(c3)C)C)cc2C#N)cccc1)C. The result is 0 (inactive).